From a dataset of Catalyst prediction with 721,799 reactions and 888 catalyst types from USPTO. Predict which catalyst facilitates the given reaction. (1) Reactant: CS([O:5][CH2:6][C@@H:7]1[CH2:13][CH2:12][C:9]2([CH2:11][CH2:10]2)[N:8]1[CH3:14])(=O)=O.O[C:16]1[CH:25]=[C:24]2[C:19]([C:20]([O:26][C:27]3[CH:32]=[CH:31][C:30]([NH:33][C:34]([C:36]4[C:37](=[O:49])[N:38]([C:43]5[CH:48]=[CH:47][CH:46]=[CH:45][CH:44]=5)[N:39]([CH3:42])[C:40]=4[CH3:41])=[O:35])=[CH:29][C:28]=3[F:50])=[CH:21][CH:22]=[N:23]2)=[CH:18][CH:17]=1.C(=O)([O-])[O-].[Cs+].[Cs+]. Product: [CH3:14][N:8]1[C@H:7]([CH2:6][O:5][C:16]2[CH:25]=[C:24]3[C:19]([C:20]([O:26][C:27]4[CH:32]=[CH:31][C:30]([NH:33][C:34]([C:36]5[C:37](=[O:49])[N:38]([C:43]6[CH:48]=[CH:47][CH:46]=[CH:45][CH:44]=6)[N:39]([CH3:42])[C:40]=5[CH3:41])=[O:35])=[CH:29][C:28]=4[F:50])=[CH:21][CH:22]=[N:23]3)=[CH:18][CH:17]=2)[CH2:13][CH2:12][C:9]21[CH2:11][CH2:10]2. The catalyst class is: 80. (2) Reactant: [F:1][C:2]([F:19])([F:18])[S:3]([O:6][C:7]1[C:16]2[C:11](=[CH:12][C:13]([F:17])=[CH:14][CH:15]=2)[CH2:10][CH2:9][CH:8]=1)(=[O:5])=[O:4].ClC1C(=O)C(C#N)=C(C#N)C(=O)C=1Cl. Product: [F:19][C:2]([F:1])([F:18])[S:3]([O:6][C:7]1[C:16]2[C:11](=[CH:12][C:13]([F:17])=[CH:14][CH:15]=2)[CH:10]=[CH:9][CH:8]=1)(=[O:5])=[O:4]. The catalyst class is: 12. (3) Reactant: C[O:2][C:3]([CH:5]1[NH:24][C:23](=[O:25])[N:22]2[CH:18]([CH2:19][CH:20]([O:26][C:27]3[C:36]4[C:31](=[CH:32][C:33]([O:37][CH3:38])=[CH:34][CH:35]=4)[N:30]=[C:29]([C:39]4[CH:44]=[CH:43][CH:42]=[CH:41][CH:40]=4)[CH:28]=3)[CH2:21]2)[C:17](=[O:45])[NH:16][C:15]2(C(OCC)=O)[CH:13]([CH2:14]2)[CH:12]=[CH:11][CH2:10][CH2:9][CH2:8][CH2:7][CH2:6]1)=[O:4].[OH-:51].[Li+].[C:53]([OH:56])(=O)C.[C:57]1(C)C=CC=C[CH:58]=1. Product: [CH2:57]([O:51][C:53]([N:16]1[CH:15]2[CH:13]([CH2:14]2)[CH:12]=[CH:11][CH2:10][CH2:9][CH2:8][CH2:7][CH2:6][CH:5]([C:3]([OH:2])=[O:4])[NH:24][C:23](=[O:25])[N:22]2[CH:18]([CH2:19][CH:20]([O:26][C:27]3[C:36]4[C:31](=[CH:32][C:33]([O:37][CH3:38])=[CH:34][CH:35]=4)[N:30]=[C:29]([C:39]4[CH:44]=[CH:43][CH:42]=[CH:41][CH:40]=4)[CH:28]=3)[CH2:21]2)[C:17]1=[O:45])=[O:56])[CH3:58]. The catalyst class is: 38. (4) Reactant: [F:1][C:2]1[CH:3]=[C:4]([CH:23]=[C:24]([F:26])[CH:25]=1)[CH2:5][C@H:6]([NH:15][C:16](=[O:22])OC(C)(C)C)[C@@H:7]([OH:14])[C@H:8]([OH:13])[CH2:9][CH2:10][CH2:11][CH3:12].FC(F)(F)C(O)=O.[Br:34][C:35]1[CH:36]=[C:37]([CH:41]=[C:42]([C:44]([N:46]([CH2:50][CH2:51][CH3:52])[CH2:47][CH2:48][CH3:49])=[O:45])[CH:43]=1)C(O)=O.ON1C2C=CC=CC=2N=N1.C1CN([P+](ON2N=NC3C=CC=CC2=3)(N2CCCC2)N2CCCC2)CC1.F[P-](F)(F)(F)(F)F.CCN(C(C)C)C(C)C. Product: [Br:34][C:35]1[CH:43]=[C:42]([C:44]([N:46]([CH2:50][CH2:51][CH3:52])[CH2:47][CH2:48][CH3:49])=[O:45])[CH:41]=[C:37]([CH:36]=1)[C:16]([NH:15][C@@H:6]([CH2:5][C:4]1[CH:23]=[C:24]([F:26])[CH:25]=[C:2]([F:1])[CH:3]=1)[C@@H:7]([OH:14])[C@H:8]([OH:13])[CH2:9][CH2:10][CH2:11][CH3:12])=[O:22]. The catalyst class is: 2. (5) Product: [F:1][C:2]1[CH:3]=[C:4]([B:12]([OH:16])[OH:13])[CH:5]=[CH:6][C:7]=1[S:8]([CH3:11])(=[O:10])=[O:9]. Reactant: [F:1][C:2]1[CH:3]=[C:4]([B:12]2[O:16]C(C)(C)C(C)(C)[O:13]2)[CH:5]=[CH:6][C:7]=1[S:8]([CH3:11])(=[O:10])=[O:9].O1CCCC1.O.Cl. The catalyst class is: 27. (6) Reactant: [CH3:1][O:2][C:3]1[C:8]([CH2:9][N:10]2[CH2:15][CH2:14][CH2:13][CH2:12][CH:11]2[CH2:16][CH2:17][C:18]([O:20]CC)=O)=[CH:7][CH:6]=[CH:5][N:4]=1.[OH-].[Na+].Cl. Product: [CH2:3]([N:4]([CH2:5][C:6]#[CH:7])[C:18](=[O:20])[CH2:17][CH2:16][CH:11]1[CH2:12][CH2:13][CH2:14][CH2:15][N:10]1[CH2:9][C:8]1[C:3]([O:2][CH3:1])=[N:4][CH:5]=[CH:6][CH:7]=1)[C:8]#[CH:9]. The catalyst class is: 5. (7) Reactant: [Br:1][C:2]1[CH:7]=[C:6]([CH:8]=[CH:9][C:10]([OH:12])=O)[CH:5]=[CH:4][N:3]=1.Cl.[CH3:14][NH:15][O:16][CH3:17].C1C=CC2N(O)N=NC=2C=1.CCN=C=NCCCN(C)C.C(N(CC)CC)C. Product: [Br:1][C:2]1[CH:7]=[C:6]([CH:8]=[CH:9][C:10]([N:15]([O:16][CH3:17])[CH3:14])=[O:12])[CH:5]=[CH:4][N:3]=1. The catalyst class is: 9. (8) Reactant: C(O[K])(C)(C)C.[C:7]([O:11][C:12]([N:14]1[CH2:17][CH:16]([OH:18])[CH2:15]1)=[O:13])([CH3:10])([CH3:9])[CH3:8].F[C:20]1[CH:27]=[C:26]([F:28])[CH:25]=[CH:24][C:21]=1[CH:22]=[O:23]. Product: [C:7]([O:11][C:12]([N:14]1[CH2:17][CH:16]([O:18][C:20]2[CH:27]=[C:26]([F:28])[CH:25]=[CH:24][C:21]=2[CH:22]=[O:23])[CH2:15]1)=[O:13])([CH3:10])([CH3:8])[CH3:9]. The catalyst class is: 38.